Dataset: Full USPTO retrosynthesis dataset with 1.9M reactions from patents (1976-2016). Task: Predict the reactants needed to synthesize the given product. (1) The reactants are: CCN=C=NCCCN(C)C.C1C=CC2N(O)N=NC=2C=1.[C:22]([C:24]1[CH:25]=[C:26]([CH:30]=[CH:31][C:32]=1[O:33][CH:34]([CH3:36])[CH3:35])[C:27]([OH:29])=O)#[N:23].O[NH:38]/[C:39](=[N:56]\[H])/[C:40]1[CH:41]=[C:42]2[C:46](=[CH:47][CH:48]=1)[NH:45][C:44]([CH2:49][CH2:50][C:51]([O:53][CH2:54][CH3:55])=[O:52])=[CH:43]2.CCCC[N+](CCCC)(CCCC)CCCC.[F-]. Given the product [C:22]([C:24]1[CH:25]=[C:26]([C:27]2[O:29][N:56]=[C:39]([C:40]3[CH:41]=[C:42]4[C:46](=[CH:47][CH:48]=3)[NH:45][C:44]([CH2:49][CH2:50][C:51]([O:53][CH2:54][CH3:55])=[O:52])=[CH:43]4)[N:38]=2)[CH:30]=[CH:31][C:32]=1[O:33][CH:34]([CH3:36])[CH3:35])#[N:23], predict the reactants needed to synthesize it. (2) Given the product [Cl:6][C:7]1[CH:32]=[CH:31][C:10]2[N:11]3[C:15]([CH2:16][N:17]([S:2]([CH3:1])(=[O:4])=[O:3])[CH2:18][C:9]=2[CH:8]=1)=[N:14][N:13]=[C:12]3[CH:19]1[CH2:20][CH2:21][N:22]([C:25]2[CH:30]=[CH:29][CH:28]=[CH:27][N:26]=2)[CH2:23][CH2:24]1, predict the reactants needed to synthesize it. The reactants are: [CH3:1][S:2](Cl)(=[O:4])=[O:3].[Cl:6][C:7]1[CH:32]=[CH:31][C:10]2[N:11]3[C:15]([CH2:16][NH:17][CH2:18][C:9]=2[CH:8]=1)=[N:14][N:13]=[C:12]3[CH:19]1[CH2:24][CH2:23][N:22]([C:25]2[CH:30]=[CH:29][CH:28]=[CH:27][N:26]=2)[CH2:21][CH2:20]1. (3) Given the product [C:32]([N:35]1[CH2:36][CH2:37][CH:38]([N:41]([CH:42]2[CH2:44][CH2:43]2)[C:3]([N:5]2[CH:9]([C:10]3[CH:11]=[CH:12][CH:13]=[CH:14][CH:15]=3)[CH:8]3[CH2:16][O:17][C:18]4[CH:19]=[CH:20][C:21]([F:24])=[CH:22][C:23]=4[C:7]3=[N:6]2)=[O:4])[CH2:39][CH2:40]1)(=[O:34])[CH3:33], predict the reactants needed to synthesize it. The reactants are: CN(C1CCN(C)CC1)[C:3]([N:5]1[CH:9]([C:10]2[CH:15]=[CH:14][CH:13]=[CH:12][CH:11]=2)[CH:8]2[CH2:16][O:17][C:18]3[CH:19]=[CH:20][C:21]([F:24])=[CH:22][C:23]=3[C:7]2=[N:6]1)=[O:4].[C:32]([N:35]1[CH2:40][CH2:39][CH:38]([NH:41][CH:42]2[CH2:44][CH2:43]2)[CH2:37][CH2:36]1)(=[O:34])[CH3:33]. (4) Given the product [CH3:24][O:23][C:21](=[O:22])[C:17]1[CH:18]=[CH:19][CH:20]=[C:15]([N:14]([CH:11]2[CH2:12][CH2:13][N:8]([CH:35]([CH3:49])[CH2:36][CH2:37][NH2:38])[CH2:9][CH2:10]2)[CH2:25][C:26]2[CH:31]=[C:30]([Cl:32])[CH:29]=[CH:28][C:27]=2[F:33])[CH:16]=1, predict the reactants needed to synthesize it. The reactants are: C(OC([N:8]1[CH2:13][CH2:12][CH:11]([N:14]([CH2:25][C:26]2[CH:31]=[C:30]([Cl:32])[CH:29]=[CH:28][C:27]=2[F:33])[C:15]2[CH:20]=[CH:19][CH:18]=[C:17]([C:21]([O:23][CH3:24])=[O:22])[CH:16]=2)[CH2:10][CH2:9]1)=O)(C)(C)C.O=[C:35]([CH3:49])[CH2:36][CH2:37][N:38]1C(=O)C2C(=CC=CC=2)C1=O. (5) Given the product [Br:23][CH2:24][CH2:25][CH2:26][CH2:27][CH2:28][CH2:29][CH2:30][CH2:31][O:1][C:2]1[C:3](=[O:16])[CH:4]=[C:5]([CH2:8][O:9][CH:10]2[CH2:15][CH2:14][CH2:13][CH2:12][O:11]2)[O:6][CH:7]=1, predict the reactants needed to synthesize it. The reactants are: [OH:1][C:2]1[C:3](=[O:16])[CH:4]=[C:5]([CH2:8][O:9][CH:10]2[CH2:15][CH2:14][CH2:13][CH2:12][O:11]2)[O:6][CH:7]=1.C([O-])([O-])=O.[Cs+].[Cs+].[Br:23][CH2:24][CH2:25][CH2:26][CH2:27][CH2:28][CH2:29][CH2:30][CH2:31]Br. (6) The reactants are: [Cl:1][C:2]1[CH:26]=[CH:25][C:5]([CH2:6][N:7]2[C:15]3[C:10](=[C:11]([NH:17][C:18](=[O:24])[O:19][C:20]([CH3:23])([CH3:22])[CH3:21])[CH:12]=[C:13]([F:16])[CH:14]=3)[CH:9]=[CH:8]2)=[CH:4][CH:3]=1.[Li]CCCC.[C:32](=[O:34])=[O:33]. Given the product [C:20]([O:19][C:18]([NH:17][C:11]1[CH:12]=[C:13]([F:16])[CH:14]=[C:15]2[C:10]=1[CH:9]=[CH:8][N:7]2[CH:6]([C:5]1[CH:25]=[CH:26][C:2]([Cl:1])=[CH:3][CH:4]=1)[C:32]([OH:34])=[O:33])=[O:24])([CH3:22])([CH3:23])[CH3:21], predict the reactants needed to synthesize it. (7) Given the product [Br:28][C:25]1[CH:26]=[CH:27][C:22](/[CH:21]=[CH:20]/[C:17]2[O:18][CH:19]=[C:15]([CH2:14][O:1][C:2]3[CH:3]=[CH:4][C:5]([CH2:8][CH2:9][CH2:10][CH2:11][OH:12])=[CH:6][CH:7]=3)[N:16]=2)=[CH:23][CH:24]=1, predict the reactants needed to synthesize it. The reactants are: [OH:1][C:2]1[CH:7]=[CH:6][C:5]([CH2:8][CH2:9][CH2:10][CH2:11][OH:12])=[CH:4][CH:3]=1.Cl[CH2:14][C:15]1[N:16]=[C:17](/[CH:20]=[CH:21]/[C:22]2[CH:27]=[CH:26][C:25]([Br:28])=[CH:24][CH:23]=2)[O:18][CH:19]=1. (8) Given the product [F:35][CH2:65][CH2:64][CH2:63][CH2:67][C:31]1[CH:30]=[CH:29][C:28]([CH2:15][CH2:16][O:17][C:18]2[C:27]3[C:22](=[CH:23][CH:24]=[CH:25][CH:26]=3)[N:21]=[CH:20][N:19]=2)=[CH:33][CH:32]=1, predict the reactants needed to synthesize it. The reactants are: C1(C)C=CC(S(OCCCC[CH:15]([C:28]2[CH:33]=[CH:32][CH:31]=[CH:30][CH:29]=2)[CH2:16][O:17][C:18]2[C:27]3[C:22](=[CH:23][CH:24]=[CH:25][CH:26]=3)[N:21]=[CH:20][N:19]=2)(=O)=O)=CC=1.[F-:35].[K+].C1N2CCOCCOCCN(CCOCCOCC2)CCOCCOC1.[CH2:63]1[CH2:67]O[CH2:65][CH2:64]1.